From a dataset of Forward reaction prediction with 1.9M reactions from USPTO patents (1976-2016). Predict the product of the given reaction. (1) The product is: [NH:21]1[CH2:22][CH2:23][CH2:24][CH:19]([CH2:18][NH:17][C:3]2[C:2]([N:1]3[CH2:40][CH2:39][CH2:38][CH2:37]3)=[CH:7][N:6]=[C:5]([NH:8][C:9]3[N:10]=[CH:11][C:12]([C:15]#[N:16])=[N:13][CH:14]=3)[CH:4]=2)[CH2:20]1. Given the reactants [NH2:1][C:2]1[C:3]([NH:17][CH2:18][CH:19]2[CH2:24][CH2:23][CH2:22][N:21](C(OC(C)(C)C)=O)[CH2:20]2)=[CH:4][C:5]([NH:8][C:9]2[CH:14]=[N:13][C:12]([C:15]#[N:16])=[CH:11][N:10]=2)=[N:6][CH:7]=1.[O-]CC.[Na+].Br[CH2:37][CH2:38][CH2:39][CH2:40]Br, predict the reaction product. (2) Given the reactants C[O:2][C:3]([C:5]1[CH:6]=[C:7]([C:11]2[CH:16]=[CH:15][C:14]([CH2:17][NH:18][C:19]([C:21]3[C:22]([O:27][C:28]4[CH:33]=[CH:32][CH:31]=[C:30]([C:34]#[N:35])[CH:29]=4)=[N:23][CH:24]=[CH:25][CH:26]=3)=[O:20])=[C:13]([F:36])[CH:12]=2)[CH:8]=[CH:9][CH:10]=1)=[O:4].[Li+].[OH-].Cl.CO.ClCCl, predict the reaction product. The product is: [C:34]([C:30]1[CH:29]=[C:28]([CH:33]=[CH:32][CH:31]=1)[O:27][C:22]1[C:21]([C:19]([NH:18][CH2:17][C:14]2[CH:15]=[CH:16][C:11]([C:7]3[CH:8]=[CH:9][CH:10]=[C:5]([C:3]([OH:4])=[O:2])[CH:6]=3)=[CH:12][C:13]=2[F:36])=[O:20])=[CH:26][CH:25]=[CH:24][N:23]=1)#[N:35]. (3) Given the reactants O=[C:2]1[CH2:6][CH2:5][CH:4]([C:7]([OH:9])=[O:8])[CH2:3]1.[C:10]1([C@H:20]([NH2:22])[CH3:21])[C:19]2[C:14](=[CH:15][CH:16]=[CH:17][CH:18]=2)[CH:13]=[CH:12][CH:11]=1.CC(O)=O.[BH-](OC(C)=O)(OC(C)=O)OC(C)=O.[Na+], predict the reaction product. The product is: [C:10]1([C@H:20]([NH:22][CH:2]2[CH2:6][CH2:5][CH:4]([C:7]([OH:9])=[O:8])[CH2:3]2)[CH3:21])[C:19]2[C:14](=[CH:15][CH:16]=[CH:17][CH:18]=2)[CH:13]=[CH:12][CH:11]=1. (4) Given the reactants [C:1]([C:3]1[CH:4]=[C:5]([C:13]2[S:17][C:16]([C:18]3[CH:26]=[CH:25][CH:24]=[C:23]4[C:19]=3[CH2:20][CH2:21][C@@H:22]4[NH:27][S:28]([CH:31]=[CH2:32])(=[O:30])=[O:29])=[N:15][N:14]=2)[CH:6]=[CH:7][C:8]=1[O:9][CH:10]([CH3:12])[CH3:11])#[N:2].[NH:33]1[CH2:37][CH2:36][C@@H:35]([OH:38])[CH2:34]1, predict the reaction product. The product is: [C:1]([C:3]1[CH:4]=[C:5]([C:13]2[S:17][C:16]([C:18]3[CH:26]=[CH:25][CH:24]=[C:23]4[C:19]=3[CH2:20][CH2:21][C@@H:22]4[NH:27][S:28]([CH2:31][CH2:32][N:33]3[CH2:37][CH2:36][C@@H:35]([OH:38])[CH2:34]3)(=[O:29])=[O:30])=[N:15][N:14]=2)[CH:6]=[CH:7][C:8]=1[O:9][CH:10]([CH3:12])[CH3:11])#[N:2]. (5) Given the reactants [CH2:1]=[CH:2][CH2:3][CH2:4][CH2:5][CH2:6][CH2:7][CH2:8][CH2:9][CH2:10][CH3:11].Br[C:13]1[C:14]([O:25][CH3:26])=[CH:15][C:16]([O:23][CH3:24])=[C:17]([CH:22]=1)[C:18]([O:20][CH3:21])=[O:19], predict the reaction product. The product is: [CH3:24][O:23][C:16]1[CH:15]=[C:14]([O:25][CH3:26])[C:13]([CH2:11][CH2:10][CH2:9][CH2:8][CH2:7][CH2:6][CH2:5][CH2:4][CH2:3][CH2:2][CH3:1])=[CH:22][C:17]=1[C:18]([O:20][CH3:21])=[O:19]. (6) The product is: [OH:19]/[N:18]=[C:16](/[C:9]1[S:10][C:11]([C:12]([F:15])([F:13])[F:14])=[C:7]([C:1]2[CH:6]=[CH:5][CH:4]=[CH:3][CH:2]=2)[CH:8]=1)\[NH2:17]. Given the reactants [C:1]1([C:7]2[CH:8]=[C:9]([C:16]#[N:17])[S:10][C:11]=2[C:12]([F:15])([F:14])[F:13])[CH:6]=[CH:5][CH:4]=[CH:3][CH:2]=1.[NH2:18][OH:19].CCOC(C)=O.CCCCCCC, predict the reaction product. (7) The product is: [OH:27][CH2:28][CH2:29][NH:30][S:31]([C:34]1[S:38][C:37]([NH:39][C:12]([C:11]2[CH:10]=[N:9][N:8]3[C:3]([C:2]([F:26])([F:25])[F:1])=[CH:4][C:5]([C:15]4[CH:20]=[CH:19][C:18]([C:21]([F:24])([F:22])[F:23])=[CH:17][CH:16]=4)=[N:6][C:7]=23)=[O:13])=[N:36][C:35]=1[CH3:40])(=[O:32])=[O:33]. Given the reactants [F:1][C:2]([F:26])([F:25])[C:3]1[N:8]2[N:9]=[CH:10][C:11]([C:12](O)=[O:13])=[C:7]2[N:6]=[C:5]([C:15]2[CH:20]=[CH:19][C:18]([C:21]([F:24])([F:23])[F:22])=[CH:17][CH:16]=2)[CH:4]=1.[OH:27][CH2:28][CH2:29][NH:30][S:31]([C:34]1[S:38][C:37]([NH2:39])=[N:36][C:35]=1[CH3:40])(=[O:33])=[O:32], predict the reaction product. (8) The product is: [ClH:1].[Cl:1][C:2]1[CH:3]=[C:4]([S:9]([N:12]2[CH:25]([CH2:26][C:27]([NH:47][CH2:46][CH2:45][C:42]3[CH:43]=[CH:44][C:39]([C:35]4[NH:36][CH2:37][CH2:38][N:34]=4)=[CH:40][CH:41]=3)=[O:29])[C:24]3[C:19](=[C:20]([O:30][CH3:31])[CH:21]=[CH:22][CH:23]=3)[C:18]3[CH:17]=[CH:16][CH:15]=[CH:14][C:13]2=3)(=[O:10])=[O:11])[CH:5]=[CH:6][C:7]=1[Cl:8]. Given the reactants [Cl:1][C:2]1[CH:3]=[C:4]([S:9]([N:12]2[CH:25]([CH2:26][C:27]([OH:29])=O)[C:24]3[C:19](=[C:20]([O:30][CH3:31])[CH:21]=[CH:22][CH:23]=3)[C:18]3[CH:17]=[CH:16][CH:15]=[CH:14][C:13]2=3)(=[O:11])=[O:10])[CH:5]=[CH:6][C:7]=1[Cl:8].Cl.Cl.[NH:34]1[CH2:38][CH2:37][N:36]=[C:35]1[C:39]1[CH:44]=[CH:43][C:42]([CH2:45][CH2:46][NH2:47])=[CH:41][CH:40]=1, predict the reaction product. (9) Given the reactants Br[CH2:2][CH2:3][O:4][NH:5][C:6]([C:8]1[CH:9]=[N:10][N:11]2[CH:16]=[CH:15][C:14]([N:17]3[CH2:21][CH2:20][CH2:19][C@@H:18]3[C:22]3[C:23]([O:29]C)=[N:24][CH:25]=[C:26]([F:28])[CH:27]=3)=[N:13][C:12]=12)=[O:7].[ClH:31], predict the reaction product. The product is: [Cl:31][CH2:2][CH2:3][O:4][NH:5][C:6]([C:8]1[CH:9]=[N:10][N:11]2[CH:16]=[CH:15][C:14]([N:17]3[CH2:21][CH2:20][CH2:19][C@@H:18]3[C:22]3[C:23](=[O:29])[NH:24][CH:25]=[C:26]([F:28])[CH:27]=3)=[N:13][C:12]=12)=[O:7].